From a dataset of Full USPTO retrosynthesis dataset with 1.9M reactions from patents (1976-2016). Predict the reactants needed to synthesize the given product. (1) Given the product [F:55][C:56]([F:62])([CH2:60][CH3:61])[C:57]([NH:1][CH2:2][C:3]1[CH:8]=[CH:7][N:6]=[C:5]([CH2:9][N:10]([CH2:18][C:19](=[O:28])[N:20]([CH2:23][CH2:24][N:25]([CH3:27])[CH3:26])[CH2:21][CH3:22])[C:11](=[O:17])[O:12][C:13]([CH3:15])([CH3:16])[CH3:14])[CH:4]=1)=[O:58], predict the reactants needed to synthesize it. The reactants are: [NH2:1][CH2:2][C:3]1[CH:8]=[CH:7][N:6]=[C:5]([CH2:9][N:10]([CH2:18][C:19](=[O:28])[N:20]([CH2:23][CH2:24][N:25]([CH3:27])[CH3:26])[CH2:21][CH3:22])[C:11](=[O:17])[O:12][C:13]([CH3:16])([CH3:15])[CH3:14])[CH:4]=1.NCC1C=CN=C(CN(CCCCN(CC)CC)C(=O)OC(C)(C)C)C=1.[F:55][C:56]([F:62])([CH2:60][CH3:61])[C:57](O)=[O:58]. (2) The reactants are: [Cl:1][C:2]1[C:3]([C:22]2[N:26]=[CH:25][NH:24][N:23]=2)=[C:4]([NH:7][C:8](=[O:21])[CH2:9][N:10]2[C:19]3[C:14](=[N:15][CH:16]=[CH:17][CH:18]=3)[CH:13]=[CH:12][C:11]2=[O:20])[S:5][CH:6]=1.[C:27](=O)([O-])[O-].[K+].[K+].IC. Given the product [Cl:1][C:2]1[C:3]([C:22]2[N:26]=[CH:25][N:24]([CH3:27])[N:23]=2)=[C:4]([NH:7][C:8](=[O:21])[CH2:9][N:10]2[C:19]3[C:14](=[N:15][CH:16]=[CH:17][CH:18]=3)[CH:13]=[CH:12][C:11]2=[O:20])[S:5][CH:6]=1, predict the reactants needed to synthesize it. (3) The reactants are: [C:1](N1C=CN=C1)([N:3]1C=CN=[CH:4]1)=[O:2].NC[C:15]1[C:20]([F:21])=[CH:19][C:18]([N+:22]([O-:24])=[O:23])=[CH:17][C:16]=1[CH2:25][OH:26]. Given the product [F:21][C:20]1[C:15]2[N:3]([CH3:4])[C:1](=[O:2])[O:26][CH2:25][C:16]=2[CH:17]=[C:18]([N+:22]([O-:24])=[O:23])[CH:19]=1, predict the reactants needed to synthesize it. (4) The reactants are: C([O:8][C:9]1[C:14]([CH:15]2[CH2:17][CH2:16]2)=[CH:13][N:12]2[CH:18]=[N:19][N:20]=[C:11]2[CH:10]=1)C1C=CC=CC=1. Given the product [CH:15]1([C:14]2[C:9]([OH:8])=[CH:10][C:11]3[N:12]([CH:18]=[N:19][N:20]=3)[CH:13]=2)[CH2:17][CH2:16]1, predict the reactants needed to synthesize it. (5) Given the product [Cl:1][C:2]1[CH:7]=[C:6]([O:8][C:9]([F:12])([F:11])[F:10])[CH:5]=[CH:4][C:3]=1[C:20]#[N:21], predict the reactants needed to synthesize it. The reactants are: [Cl:1][C:2]1[CH:7]=[C:6]([O:8][C:9]([F:12])([F:11])[F:10])[CH:5]=[CH:4][C:3]=1N.Cl.N([O-])=O.[Na+].[Cu](C#N)[C:20]#[N:21].[C-]#N.[Na+].[OH-].[Na+]. (6) Given the product [NH2:3][CH2:8][CH2:9][O:10][C:11]1[C:32]([O:33][CH3:34])=[CH:31][C:14]2[C:15]3[N:20]([CH:21]([CH2:23][CH3:24])[CH2:22][C:13]=2[CH:12]=1)[CH:19]=[C:18]([C:25]([O:27][CH2:28][CH3:29])=[O:26])[C:17](=[O:30])[CH:16]=3, predict the reactants needed to synthesize it. The reactants are: O=C1CCC(=O)[N:3]1[CH2:8][CH2:9][O:10][C:11]1[C:32]([O:33][CH3:34])=[CH:31][C:14]2[C:15]3[N:20]([CH:21]([CH2:23][CH3:24])[CH2:22][C:13]=2[CH:12]=1)[CH:19]=[C:18]([C:25]([O:27][CH2:28][CH3:29])=[O:26])[C:17](=[O:30])[CH:16]=3. (7) Given the product [CH2:14]([N:7]([C:8]1[CH:13]=[CH:12][CH:11]=[CH:10][CH:9]=1)[C:6]1[CH:16]=[CH:17][C:3]([CH2:2][NH:1][C:30]([C:27]2([NH:26][C:24]([C:22]3[CH:21]=[N:20][CH:19]=[N:18][CH:23]=3)=[O:25])[CH2:29][CH2:28]2)=[O:31])=[CH:4][CH:5]=1)[CH3:15], predict the reactants needed to synthesize it. The reactants are: [NH2:1][CH2:2][C:3]1[CH:17]=[CH:16][C:6]([N:7]([CH2:14][CH3:15])[C:8]2[CH:13]=[CH:12][CH:11]=[CH:10][CH:9]=2)=[CH:5][CH:4]=1.[N:18]1[CH:23]=[C:22]([C:24]([NH:26][C:27]2([C:30](O)=[O:31])[CH2:29][CH2:28]2)=[O:25])[CH:21]=[N:20][CH:19]=1. (8) The reactants are: [Li]CCCC.[CH3:6][O:7][C:8]1[CH:13]=[CH:12][CH:11]=[C:10]([CH3:14])[N:9]=1.[CH:15](=[O:17])[CH3:16].[NH4+].[Cl-]. Given the product [CH3:6][O:7][C:8]1[N:9]=[C:10]([CH2:14][CH:15]([OH:17])[CH3:16])[CH:11]=[CH:12][CH:13]=1, predict the reactants needed to synthesize it.